Dataset: Full USPTO retrosynthesis dataset with 1.9M reactions from patents (1976-2016). Task: Predict the reactants needed to synthesize the given product. (1) Given the product [CH2:21]([C:20]1[S:23][C:9]([C:7]2[CH:6]=[CH:5][N:4]=[C:3]([NH2:2])[CH:8]=2)=[C:10]([C:12]2[CH:17]=[CH:16][CH:15]=[C:14]([CH3:18])[CH:13]=2)[N:24]=1)[CH3:22], predict the reactants needed to synthesize it. The reactants are: Br.[NH2:2][C:3]1[CH:8]=[C:7]([CH:9](Br)[C:10]([C:12]2[CH:17]=[CH:16][CH:15]=[C:14]([CH3:18])[CH:13]=2)=O)[CH:6]=[CH:5][N:4]=1.[C:20]([NH2:24])(=[S:23])[CH2:21][CH3:22]. (2) Given the product [CH3:52][N:53]1[CH2:30][CH2:29][C:11]2([C:23]3[CH:22]=[C:21]([C:24]([O:26][CH3:27])=[O:25])[CH:20]=[CH:19][C:18]=3[C:17]3[C:12]2=[CH:13][CH:14]=[CH:15][CH:16]=3)[CH2:10][CH2:9]1, predict the reactants needed to synthesize it. The reactants are: C(O[CH2:9][CH2:10][C:11]1([CH2:29][CH2:30]OCC2C=CC=CC=2)[C:23]2[CH:22]=[C:21]([C:24]([O:26][CH2:27]C)=[O:25])[CH:20]=[CH:19][C:18]=2[C:17]2[C:12]1=[CH:13][CH:14]=[CH:15][CH:16]=2)C1C=CC=CC=1.[H][H].C1(C)C=CC(S(Cl)(=O)=O)=CC=1.[CH3:52][NH2:53].C(=O)([O-])[O-].[K+].[K+]. (3) The reactants are: [CH3:1][C:2]1[CH:10]=[C:9]([CH3:11])[C:8]([C:12](=[O:15])[CH2:13][CH3:14])=[CH:7][C:3]=1[C:4]([OH:6])=[O:5].S(=O)(=O)(O)O.[CH3:21]O. Given the product [CH3:1][C:2]1[CH:10]=[C:9]([CH3:11])[C:8]([C:12](=[O:15])[CH2:13][CH3:14])=[CH:7][C:3]=1[C:4]([O:6][CH3:21])=[O:5], predict the reactants needed to synthesize it. (4) Given the product [CH3:8][C:6]1[N:7]=[C:3]([CH2:2][C:9]#[N:10])[NH:4][CH:5]=1, predict the reactants needed to synthesize it. The reactants are: Cl[CH2:2][C:3]1[NH:4][CH:5]=[C:6]([CH3:8])[N:7]=1.[C-:9]#[N:10].[K+]. (5) Given the product [ClH:1].[NH2:20][C:21]1[C:26]([C:27](=[O:32])[C:28]([F:29])([F:31])[F:30])=[CH:25][CH:24]=[C:23]([NH:33][CH2:34][CH2:35][NH:36][C:2]2[C:3]3[N:4]([N:16]=[CH:17][N:18]=3)[CH:5]=[C:6]([C:8]3[CH:13]=[CH:12][C:11]([F:14])=[CH:10][C:9]=3[F:15])[N:7]=2)[N:22]=1, predict the reactants needed to synthesize it. The reactants are: [Cl:1][C:2]1[C:3]2[N:4]([N:16]=[CH:17][N:18]=2)[CH:5]=[C:6]([C:8]2[CH:13]=[CH:12][C:11]([F:14])=[CH:10][C:9]=2[F:15])[N:7]=1.Cl.[NH2:20][C:21]1[C:26]([C:27](=[O:32])[C:28]([F:31])([F:30])[F:29])=[CH:25][CH:24]=[C:23]([NH:33][CH2:34][CH2:35][NH2:36])[N:22]=1.C(N(CC)C(C)C)(C)C. (6) Given the product [F:15][C:4]1[CH:5]=[C:6]2[C:10](=[C:2]([C:17]3[CH:22]=[CH:21][C:20]([CH3:23])=[CH:19][CH:18]=3)[CH:3]=1)[NH:9][C:8]([C:11]([NH2:13])=[O:12])=[C:7]2[CH3:14], predict the reactants needed to synthesize it. The reactants are: Br[C:2]1[CH:3]=[C:4]([F:15])[CH:5]=[C:6]2[C:10]=1[NH:9][C:8]([C:11]([NH2:13])=[O:12])=[C:7]2[CH3:14].B(O)(O)[C:17]1[CH:18]=[CH:19][C:20]([CH3:23])=[CH:21][CH:22]=1.